From a dataset of Reaction yield outcomes from USPTO patents with 853,638 reactions. Predict the reaction yield, written as a fraction of the theoretical maximum amount of product (1.0 means a 100% yield; for example, 0.34 means a 34% yield). The reactants are [CH2:1]([C:3]1[CH:7]=[C:6]([CH3:8])[O:5][N:4]=1)[CH3:2].C1C(=O)N([Br:16])C(=O)C1.C(OCC)(=O)C. The catalyst is CN(C=O)C. The product is [Br:16][C:7]1[C:3]([CH2:1][CH3:2])=[N:4][O:5][C:6]=1[CH3:8]. The yield is 0.847.